Dataset: Full USPTO retrosynthesis dataset with 1.9M reactions from patents (1976-2016). Task: Predict the reactants needed to synthesize the given product. (1) Given the product [Cl:35][C:4]1[CH:3]=[C:2]([C:39]2[S:40][CH:41]=[C:37]([CH3:36])[CH:38]=2)[CH:7]=[CH:6][C:5]=1[S:8]([NH:11][C:12]1[N:17]=[C:16]([N:18]2[CH2:23][C@H:22]([CH3:24])[N:21]([C:25]([O:27][C:28]([CH3:31])([CH3:30])[CH3:29])=[O:26])[C@H:20]([CH3:32])[CH2:19]2)[CH:15]=[CH:14][C:13]=1[O:33][CH3:34])(=[O:10])=[O:9], predict the reactants needed to synthesize it. The reactants are: Br[C:2]1[CH:7]=[CH:6][C:5]([S:8]([NH:11][C:12]2[N:17]=[C:16]([N:18]3[CH2:23][C@H:22]([CH3:24])[N:21]([C:25]([O:27][C:28]([CH3:31])([CH3:30])[CH3:29])=[O:26])[C@H:20]([CH3:32])[CH2:19]3)[CH:15]=[CH:14][C:13]=2[O:33][CH3:34])(=[O:10])=[O:9])=[C:4]([Cl:35])[CH:3]=1.[CH3:36][C:37]1[CH:38]=[C:39](B(O)O)[S:40][CH:41]=1.C(=O)([O-])[O-].[Na+].[Na+].O. (2) The reactants are: [C-:1]#[N:2].[K+].[Br:4][C:5]1[C:6]([Cl:21])=[N:7][C:8](S(C)(=O)=O)=[N:9][C:10]=1[N:11]1[CH2:15][CH2:14][CH2:13][CH:12]1[CH3:16]. Given the product [Br:4][C:5]1[C:6]([Cl:21])=[N:7][C:8]([C:1]#[N:2])=[N:9][C:10]=1[N:11]1[CH2:15][CH2:14][CH2:13][CH:12]1[CH3:16], predict the reactants needed to synthesize it. (3) The reactants are: I[C:2]1[CH:8]=[CH:7][C:5]([NH2:6])=[CH:4][CH:3]=1.[Br:9][C:10]1[CH:11]=[C:12](B(O)O)[CH:13]=[CH:14][CH:15]=1.C(=O)([O-])[O-].[Na+].[Na+]. Given the product [Br:9][C:10]1[CH:15]=[C:14]([C:2]2[CH:8]=[CH:7][C:5]([NH2:6])=[CH:4][CH:3]=2)[CH:13]=[CH:12][CH:11]=1, predict the reactants needed to synthesize it. (4) The reactants are: [CH2:1]([N:8]1[CH2:12][CH:11]([CH3:13])[CH:10]([C:14]2[NH:19][C:18](=[O:20])[C:17]3=[CH:21][N:22]=[CH:23][N:16]3[N:15]=2)[CH2:9]1)[C:2]1[CH:7]=[CH:6][CH:5]=[CH:4][CH:3]=1.[Li]CCCC.[I:29]I. Given the product [CH2:1]([N:8]1[CH2:12][CH:11]([CH3:13])[CH:10]([C:14]2[NH:19][C:18](=[O:20])[C:17]3=[CH:21][N:22]=[C:23]([I:29])[N:16]3[N:15]=2)[CH2:9]1)[C:2]1[CH:3]=[CH:4][CH:5]=[CH:6][CH:7]=1, predict the reactants needed to synthesize it. (5) Given the product [CH:1]1([NH:6][C:7]2[N:12]3[N:13]=[C:14]([C:28]4[CH:29]=[C:30]([CH:33]=[CH:34][CH:35]=4)[C:31]([OH:40])=[O:36])[C:15]([C:16]4[CH:21]=[CH:20][N:19]=[C:18]([NH:22][CH:23]5[CH2:27][CH2:26][CH2:25][CH2:24]5)[N:17]=4)=[C:11]3[CH:10]=[CH:9][CH:8]=2)[CH2:5][CH2:4][CH2:3][CH2:2]1, predict the reactants needed to synthesize it. The reactants are: [CH:1]1([NH:6][C:7]2[N:12]3[N:13]=[C:14]([C:28]4[CH:29]=[C:30]([CH:33]=[CH:34][CH:35]=4)[C:31]#N)[C:15]([C:16]4[CH:21]=[CH:20][N:19]=[C:18]([NH:22][CH:23]5[CH2:27][CH2:26][CH2:25][CH2:24]5)[N:17]=4)=[C:11]3[CH:10]=[CH:9][CH:8]=2)[CH2:5][CH2:4][CH2:3][CH2:2]1.[OH-:36].[K+].Cl.C[OH:40]. (6) The reactants are: [H-].[Na+].[I-].[CH3:4][S+](C)(C)=O.[C:9]([C:11]([C:26]([O:28][CH2:29][CH3:30])=[O:27])=[CH:12][CH:13]1[CH2:18][CH2:17][N:16]([C:19]([O:21][C:22]([CH3:25])([CH3:24])[CH3:23])=[O:20])[CH2:15][CH2:14]1)#[N:10].[Cl-].[NH4+]. Given the product [C:9]([C:11]1([C:26]([O:28][CH2:29][CH3:30])=[O:27])[CH2:4][CH:12]1[CH:13]1[CH2:18][CH2:17][N:16]([C:19]([O:21][C:22]([CH3:23])([CH3:24])[CH3:25])=[O:20])[CH2:15][CH2:14]1)#[N:10], predict the reactants needed to synthesize it. (7) Given the product [NH2:2][CH2:1][C:3]1[CH:4]=[C:5]([CH:9]=[CH:10][CH:11]=1)[C:6]([NH:18][C:13]1[CH:14]=[CH:15][CH:16]=[CH:17][C:12]=1[NH2:19])=[O:8], predict the reactants needed to synthesize it. The reactants are: [C:1]([C:3]1[CH:4]=[C:5]([CH:9]=[CH:10][CH:11]=1)[C:6]([OH:8])=O)#[N:2].[C:12]1([NH2:19])[CH:17]=[CH:16][CH:15]=[CH:14][C:13]=1[NH2:18].